From a dataset of Forward reaction prediction with 1.9M reactions from USPTO patents (1976-2016). Predict the product of the given reaction. (1) Given the reactants [NH2:1][C:2]1[C:3]2[C:8]([N:9]=[C:10]3[C:15]=1[CH:14]=[CH:13][CH:12]=[CH:11]3)=[CH:7][CH:6]=[CH:5][CH:4]=2.[CH3:16][O:17][C:18]1[CH:19]=[C:20]([CH:23]=[C:24]([O:28][CH3:29])[C:25]=1[O:26][CH3:27])[CH:21]=O.[BH3-]C#N.[Na+], predict the reaction product. The product is: [CH3:29][O:28][C:24]1[CH:23]=[C:20]([CH:19]=[C:18]([O:17][CH3:16])[C:25]=1[O:26][CH3:27])[CH2:21][NH:1][C:2]1[C:3]2[C:8]([N:9]=[C:10]3[C:15]=1[CH:14]=[CH:13][CH:12]=[CH:11]3)=[CH:7][CH:6]=[CH:5][CH:4]=2. (2) Given the reactants [CH2:1]([NH:8][CH:9]=[O:10])[C:2]1[CH:7]=[CH:6][CH:5]=[CH:4][CH:3]=1.I[C:12]1[CH:13]=[C:14]([CH3:19])[CH:15]=[C:16]([CH3:18])[CH:17]=1, predict the reaction product. The product is: [CH2:1]([N:8]([C:12]1[CH:17]=[C:16]([CH3:18])[CH:15]=[C:14]([CH3:19])[CH:13]=1)[CH:9]=[O:10])[C:2]1[CH:7]=[CH:6][CH:5]=[CH:4][CH:3]=1. (3) Given the reactants [OH-].[Li+].[CH3:3][O:4][CH2:5][C:6]1[N:10]([CH3:11])[C:9]([C:12](=[O:18])[C:13]([O:15]CC)=[O:14])=[C:8]([C:19]2[CH:24]=[CH:23][CH:22]=[CH:21][CH:20]=2)[CH:7]=1, predict the reaction product. The product is: [CH3:3][O:4][CH2:5][C:6]1[N:10]([CH3:11])[C:9]([C:12](=[O:18])[C:13]([OH:15])=[O:14])=[C:8]([C:19]2[CH:20]=[CH:21][CH:22]=[CH:23][CH:24]=2)[CH:7]=1. (4) Given the reactants [ClH:1].C([N:9]1[CH2:14][CH2:13][CH:12]([N:15]([CH3:33])[CH2:16][CH2:17][N:18]([CH:20]2[CH2:25][CH2:24][N:23](CC3C=CC=CC=3)[CH2:22][CH2:21]2)[CH3:19])[CH2:11][CH2:10]1)C1C=CC=CC=1, predict the reaction product. The product is: [ClH:1].[ClH:1].[ClH:1].[ClH:1].[NH:9]1[CH2:10][CH2:11][CH:12]([N:15]([CH3:33])[CH2:16][CH2:17][N:18]([CH:20]2[CH2:25][CH2:24][NH:23][CH2:22][CH2:21]2)[CH3:19])[CH2:13][CH2:14]1. (5) Given the reactants C(=O)(OC(C)(C)C)[O:2][CH2:3][CH2:4][CH:5]1[CH2:10][O:9][C:8]2[CH:11]=[C:12]([Br:15])[CH:13]=[N:14][C:7]=2[NH:6]1.[OH-].[Na+], predict the reaction product. The product is: [Br:15][C:12]1[CH:13]=[N:14][C:7]2[NH:6][CH:5]([CH2:4][CH2:3][OH:2])[CH2:10][O:9][C:8]=2[CH:11]=1. (6) Given the reactants [CH3:1][O:2][C:3]1[CH:16]=[CH:15][CH:14]=[CH:13][C:4]=1[O:5][C:6]1[CH:7]=[C:8]([NH2:12])[CH:9]=[CH:10][CH:11]=1.[N:17]1[CH:22]=[C:21]([CH:23]=O)[CH:20]=[N:19][CH:18]=1.C(O)(=O)C.C(O[BH-](OC(=O)C)OC(=O)C)(=O)C.[Na+], predict the reaction product. The product is: [CH3:1][O:2][C:3]1[CH:16]=[CH:15][CH:14]=[CH:13][C:4]=1[O:5][C:6]1[CH:7]=[C:8]([NH:12][CH2:23][C:21]2[CH:22]=[N:17][CH:18]=[N:19][CH:20]=2)[CH:9]=[CH:10][CH:11]=1. (7) Given the reactants [C:1](OC(=O)C)(=[O:3])[CH3:2].[CH3:8][NH:9][C:10]1[CH:22]=[CH:21][C:13]([C:14]([O:16][C:17]([CH3:20])([CH3:19])[CH3:18])=[O:15])=[CH:12][CH:11]=1.O.C(=O)([O-])O.[Na+], predict the reaction product. The product is: [C:1]([CH2:8][NH:9][C:10]1[CH:22]=[CH:21][C:13]([C:14]([O:16][C:17]([CH3:19])([CH3:18])[CH3:20])=[O:15])=[CH:12][CH:11]=1)(=[O:3])[CH3:2].